This data is from Peptide-MHC class II binding affinity with 134,281 pairs from IEDB. The task is: Regression. Given a peptide amino acid sequence and an MHC pseudo amino acid sequence, predict their binding affinity value. This is MHC class II binding data. The peptide sequence is MLRIMASLVLARKHN. The MHC is DRB1_0401 with pseudo-sequence DRB1_0401. The binding affinity (normalized) is 0.412.